From a dataset of Peptide-MHC class II binding affinity with 134,281 pairs from IEDB. Regression. Given a peptide amino acid sequence and an MHC pseudo amino acid sequence, predict their binding affinity value. This is MHC class II binding data. (1) The peptide sequence is WASVKKDLISYGGGW. The MHC is DRB1_0301 with pseudo-sequence DRB1_0301. The binding affinity (normalized) is 0.223. (2) The peptide sequence is ILSHVKFNFGDFYSE. The MHC is DRB1_0901 with pseudo-sequence DRB1_0901. The binding affinity (normalized) is 0.103. (3) The peptide sequence is YDKFMANVSTVLTGK. The MHC is DRB1_0405 with pseudo-sequence DRB1_0405. The binding affinity (normalized) is 0.196. (4) The peptide sequence is AFILYGDNLFPKV. The MHC is HLA-DQA10501-DQB10201 with pseudo-sequence HLA-DQA10501-DQB10201. The binding affinity (normalized) is 0.642.